Dataset: Catalyst prediction with 721,799 reactions and 888 catalyst types from USPTO. Task: Predict which catalyst facilitates the given reaction. Reactant: [CH2:1]([N:8]1[CH2:13][CH2:12][N:11]([CH2:14][CH2:15][CH2:16][NH2:17])[CH2:10][CH2:9]1)[C:2]1[CH:7]=[CH:6][CH:5]=[CH:4][CH:3]=1.[OH-].[Na+].[Cl:20][CH2:21][CH2:22][CH2:23][S:24](Cl)(=[O:26])=[O:25]. Product: [CH2:1]([N:8]1[CH2:9][CH2:10][N:11]([CH2:14][CH2:15][CH2:16][NH:17][S:24]([CH2:23][CH2:22][CH2:21][Cl:20])(=[O:26])=[O:25])[CH2:12][CH2:13]1)[C:2]1[CH:3]=[CH:4][CH:5]=[CH:6][CH:7]=1. The catalyst class is: 7.